Dataset: Catalyst prediction with 721,799 reactions and 888 catalyst types from USPTO. Task: Predict which catalyst facilitates the given reaction. (1) Product: [CH3:16][O:17][C:18]1[CH:19]=[C:20]([C:2]2[CH:7]=[N:6][C:5]3=[C:8]([NH:11][CH2:12][CH2:13][O:14][CH3:15])[S:9][N:10]=[C:4]3[CH:3]=2)[CH:21]=[CH:22][C:23]=1[O:24][CH3:25]. Reactant: Br[C:2]1[CH:7]=[N:6][C:5]2=[C:8]([NH:11][CH2:12][CH2:13][O:14][CH3:15])[S:9][N:10]=[C:4]2[CH:3]=1.[CH3:16][O:17][C:18]1[CH:19]=[C:20](B(O)O)[CH:21]=[CH:22][C:23]=1[O:24][CH3:25].C([O-])([O-])=O.[K+].[K+]. The catalyst class is: 73. (2) The catalyst class is: 5. Product: [CH3:1][C:2]1[C:3]([CH2:9][N:10]([CH2:17][C:18]2[C:23]([CH:24]([CH3:26])[CH3:25])=[CH:22][CH:21]=[CH:20][N:19]=2)[CH:11]2[CH2:16][CH2:15][N:14]([C:33]#[N:32])[CH2:13][CH2:12]2)=[N:4][CH:5]=[C:6]([CH3:8])[CH:7]=1. Reactant: [CH3:1][C:2]1[C:3]([CH2:9][N:10]([CH2:17][C:18]2[C:23]([CH:24]([CH3:26])[CH3:25])=[CH:22][CH:21]=[CH:20][N:19]=2)[CH:11]2[CH2:16][CH2:15][NH:14][CH2:13][CH2:12]2)=[N:4][CH:5]=[C:6]([CH3:8])[CH:7]=1.CC([O-])=O.[Na+].[N:32]#[C:33]Br.O.